Dataset: Full USPTO retrosynthesis dataset with 1.9M reactions from patents (1976-2016). Task: Predict the reactants needed to synthesize the given product. (1) The reactants are: [H-].[Na+].[C:3]([O:7][C:8](=[O:18])[CH2:9]P(OCC)(OCC)=O)([CH3:6])([CH3:5])[CH3:4].[C:19]1(=O)[CH2:22][CH2:21][CH2:20]1. Given the product [C:19]1(=[CH:9][C:8]([O:7][C:3]([CH3:4])([CH3:5])[CH3:6])=[O:18])[CH2:22][CH2:21][CH2:20]1, predict the reactants needed to synthesize it. (2) Given the product [O:42]=[C:40]([CH3:41])[CH2:39][O:16][C:15]([CH:13]1[CH2:12][N:11]([C:9]([O:8][CH2:1][C:2]2[CH:3]=[CH:4][CH:5]=[CH:6][CH:7]=2)=[O:10])[CH2:14]1)=[O:17], predict the reactants needed to synthesize it. The reactants are: [CH2:1]([O:8][C:9]([N:11]1[CH2:14][CH:13]([C:15]([OH:17])=[O:16])[CH2:12]1)=[O:10])[C:2]1[CH:7]=[CH:6][CH:5]=[CH:4][CH:3]=1.[H-].[Na+].C1OCCOCCOCCOCCOCCOC1.Cl[CH2:39][C:40](=[O:42])[CH3:41].C(=O)(O)[O-].[Na+]. (3) Given the product [CH3:54][O:53][CH2:52][CH2:51][N:50]1[C:49]2[CH:48]=[CH:47][C:41]([C:42]([OH:44])=[O:43])=[CH:40][C:39]=2[N:38]=[C:36]1[C:32]1[CH:33]=[CH:34][C:35]2[N:23]([CH2:20][C:21]#[CH:22])[C:24]3[C:29]([C:30]=2[CH:31]=1)=[CH:28][CH:27]=[CH:26][CH:25]=3, predict the reactants needed to synthesize it. The reactants are: C1C2NC3C(=CC=CC=3)C=2C=C(C=O)C=1.BrCC#C.[CH2:20]([N:23]1[C:35]2[CH:34]=[CH:33][C:32]([CH:36]=O)=[CH:31][C:30]=2[C:29]2[C:24]1=[CH:25][CH:26]=[CH:27][CH:28]=2)[C:21]#[CH:22].[NH2:38][C:39]1[CH:40]=[C:41]([CH:47]=[CH:48][C:49]=1[NH:50][CH2:51][CH2:52][O:53][CH3:54])[C:42]([O:44]CC)=[O:43]. (4) Given the product [C:1]1([C:11]2[CH:16]=[CH:15][C:14]([C:27]3[CH:32]=[CH:31][CH:30]=[CH:29][CH:28]=3)=[C:13]([CH3:18])[N:12]=2)[CH:6]=[CH:5][CH:4]=[CH:3][CH:2]=1, predict the reactants needed to synthesize it. The reactants are: [C:1]1(B(O)O)[CH:6]=[CH:5][CH:4]=[CH:3][CH:2]=1.Br[C:11]1[CH:16]=[CH:15][C:14](Br)=[C:13]([CH3:18])[N:12]=1.[O-]P([O-])([O-])=O.[K+].[K+].[K+].[C:27]1(C)[CH:32]=[CH:31][CH:30]=[CH:29][CH:28]=1. (5) Given the product [CH2:19]([S:18][C:15]1[CH:16]=[CH:17][C:12]([NH:11][C:4]2[CH:3]=[C:2]([Br:1])[CH:7]=[CH:6][C:5]=2[O:8][CH3:9])=[C:13](/[CH:26]=[CH:27]/[C:28]([O:30][CH2:31][CH3:32])=[O:29])[CH:14]=1)[C:20]1[CH:21]=[CH:22][CH:23]=[CH:24][CH:25]=1, predict the reactants needed to synthesize it. The reactants are: [Br:1][C:2]1[CH:7]=[CH:6][C:5]([O:8][CH3:9])=[C:4](I)[CH:3]=1.[NH2:11][C:12]1[CH:17]=[CH:16][C:15]([S:18][CH2:19][C:20]2[CH:25]=[CH:24][CH:23]=[CH:22][CH:21]=2)=[CH:14][C:13]=1/[CH:26]=[CH:27]/[C:28]([O:30][CH2:31][CH3:32])=[O:29].C(=O)([O-])[O-].[Cs+].[Cs+].